This data is from Full USPTO retrosynthesis dataset with 1.9M reactions from patents (1976-2016). The task is: Predict the reactants needed to synthesize the given product. (1) Given the product [CH:27]1([N:9]([CH:6]2[CH2:5][CH2:4][N:3]([C:1]3[O:30][N:31]=[C:32]([CH2:33][CH3:34])[N:2]=3)[CH2:8][CH2:7]2)[C:10]([C:12]2[CH:17]=[N:16][C:15]([C:18]3[CH:19]=[CH:20][C:21]([CH2:24][C:25]#[N:26])=[CH:22][CH:23]=3)=[N:14][CH:13]=2)=[O:11])[CH2:28][CH2:29]1, predict the reactants needed to synthesize it. The reactants are: [C:1]([N:3]1[CH2:8][CH2:7][CH:6]([N:9]([CH:27]2[CH2:29][CH2:28]2)[C:10]([C:12]2[CH:13]=[N:14][C:15]([C:18]3[CH:23]=[CH:22][C:21]([CH2:24][C:25]#[N:26])=[CH:20][CH:19]=3)=[N:16][CH:17]=2)=[O:11])[CH2:5][CH2:4]1)#[N:2].[OH:30][NH:31][C:32](=N)[CH2:33][CH3:34]. (2) Given the product [CH3:1][O:2][C:3](=[O:15])[C:4]1[C:5](=[C:10]([NH:25][C:24]2[CH:26]=[CH:27][CH:28]=[CH:29][C:23]=2[O:16][C:17]2[CH:18]=[CH:19][CH:20]=[CH:21][CH:22]=2)[CH:11]=[CH:12][CH:13]=1)[C:6]([O:8][CH3:9])=[O:7], predict the reactants needed to synthesize it. The reactants are: [CH3:1][O:2][C:3](=[O:15])[C:4]1[C:5](=[C:10](I)[CH:11]=[CH:12][CH:13]=1)[C:6]([O:8][CH3:9])=[O:7].[O:16]([C:23]1[CH:29]=[CH:28][CH:27]=[CH:26][C:24]=1[NH2:25])[C:17]1[CH:22]=[CH:21][CH:20]=[CH:19][CH:18]=1.C1C=CC(P(C2C(C3C(P(C4C=CC=CC=4)C4C=CC=CC=4)=CC=C4C=3C=CC=C4)=C3C(C=CC=C3)=CC=2)C2C=CC=CC=2)=CC=1.C(=O)([O-])[O-].[Cs+].[Cs+]. (3) Given the product [Cl:1][C:2]1[C:3]2[C:10]([C:11]3[CH:16]=[CH:15][C:14]([O:17][CH2:18][CH2:19][N:20]4[CH2:25][CH2:24][N:23]([CH3:26])[CH2:22][CH2:21]4)=[C:13]([Cl:27])[C:12]=3[CH3:28])=[C:9]([C:34]3[CH:35]=[CH:36][C:31]([F:30])=[C:32]([CH2:46][O:47][CH3:48])[CH:33]=3)[S:8][C:4]=2[N:5]=[CH:6][N:7]=1, predict the reactants needed to synthesize it. The reactants are: [Cl:1][C:2]1[C:3]2[C:10]([C:11]3[CH:16]=[CH:15][C:14]([O:17][CH2:18][CH2:19][N:20]4[CH2:25][CH2:24][N:23]([CH3:26])[CH2:22][CH2:21]4)=[C:13]([Cl:27])[C:12]=3[CH3:28])=[C:9](I)[S:8][C:4]=2[N:5]=[CH:6][N:7]=1.[F:30][C:31]1[CH:36]=[CH:35][C:34](B2OC(C)(C)C(C)(C)O2)=[CH:33][C:32]=1[CH2:46][O:47][CH3:48].C([O-])([O-])=O.[Cs+].[Cs+].Cl.